The task is: Predict the reaction yield, written as a fraction of the theoretical maximum amount of product (1.0 means a 100% yield; for example, 0.34 means a 34% yield).. This data is from Reaction yield outcomes from USPTO patents with 853,638 reactions. (1) The reactants are Cl[C:2]1[C:11]2[C:6](=[CH:7][C:8]([O:14][CH2:15][CH2:16][CH2:17][N:18]3[CH2:23][CH2:22][O:21][CH2:20][CH2:19]3)=[C:9]([O:12][CH3:13])[CH:10]=2)[N:5]=[CH:4][N:3]=1.C(=O)([O-])[O-].[K+].[K+].[OH:30][C:31]1[CH:40]=[C:39]2[C:34]([CH:35]=[CH:36][CH:37]=[N:38]2)=[CH:33][CH:32]=1.[OH-].[Na+]. The catalyst is CN(C=O)C. The product is [CH3:13][O:12][C:9]1[CH:10]=[C:11]2[C:6](=[CH:7][C:8]=1[O:14][CH2:15][CH2:16][CH2:17][N:18]1[CH2:23][CH2:22][O:21][CH2:20][CH2:19]1)[N:5]=[CH:4][N:3]=[C:2]2[O:30][C:31]1[CH:40]=[C:39]2[C:34]([CH:35]=[CH:36][CH:37]=[N:38]2)=[CH:33][CH:32]=1. The yield is 0.390. (2) The reactants are Br[C:2]1[CH:7]=[CH:6][C:5]([S:8]([NH:11][C:12]2[CH:17]=[CH:16][CH:15]=[C:14]([CH3:18])[N:13]=2)(=[O:10])=[O:9])=[CH:4][CH:3]=1.[N:19]1[CH:24]=[CH:23][CH:22]=[CH:21][C:20]=1[Sn](CCCC)(CCCC)CCCC. The catalyst is CN(C=O)C. The product is [CH3:18][C:14]1[N:13]=[C:12]([NH:11][S:8]([C:5]2[CH:6]=[CH:7][C:2]([C:20]3[CH:21]=[CH:22][CH:23]=[CH:24][N:19]=3)=[CH:3][CH:4]=2)(=[O:10])=[O:9])[CH:17]=[CH:16][CH:15]=1. The yield is 0.360.